This data is from Retrosynthesis with 50K atom-mapped reactions and 10 reaction types from USPTO. The task is: Predict the reactants needed to synthesize the given product. (1) Given the product N#Cc1cn(Cc2cccc(F)c2)c2cc(Br)c(F)cc12, predict the reactants needed to synthesize it. The reactants are: Fc1cccc(CBr)c1.N#Cc1c[nH]c2cc(Br)c(F)cc12. (2) The reactants are: COC(=O)CCNS(=O)(=O)c1ccccc1[N+](=O)[O-]. Given the product O=C(O)CCNS(=O)(=O)c1ccccc1[N+](=O)[O-], predict the reactants needed to synthesize it. (3) Given the product Cn1c(CN2CCN(c3ccccc3Cl)CC2)c(Cl)c(=O)n1C1CCCCC1, predict the reactants needed to synthesize it. The reactants are: Clc1ccccc1N1CCNCC1.Cn1c(CBr)c(Cl)c(=O)n1C1CCCCC1. (4) Given the product Nc1ccc(-c2ncn[nH]2)cc1, predict the reactants needed to synthesize it. The reactants are: O=[N+]([O-])c1ccc(-c2ncn[nH]2)cc1. (5) Given the product CC(=O)c1ccc2c(ccn2C(=O)OC(C)(C)C)c1, predict the reactants needed to synthesize it. The reactants are: CC(=O)c1ccc2[nH]ccc2c1.CC(C)(C)OC(=O)OC(=O)OC(C)(C)C. (6) Given the product CC(C)S(=O)(=O)c1ccc(NCC2CC2)c([N+](=O)[O-])c1, predict the reactants needed to synthesize it. The reactants are: CC(C)S(=O)(=O)c1ccc(Cl)c([N+](=O)[O-])c1.NCC1CC1. (7) Given the product COc1ccccc1C1(O)C(O)CC(c2ccccc2)(c2ccccc2)C2CN(C(=O)Cc3c[nH]c4ccccc34)CC21, predict the reactants needed to synthesize it. The reactants are: COc1ccccc1C1(O)C(O)CC(c2ccccc2)(c2ccccc2)C2CNCC21.O=C(O)Cc1c[nH]c2ccccc12.